This data is from Forward reaction prediction with 1.9M reactions from USPTO patents (1976-2016). The task is: Predict the product of the given reaction. (1) Given the reactants [C:1]([C:5]1[CH:6]=[CH:7][CH:8]=[C:9]2[C:14]=1[N:13]=[C:12]([C:15]1[N:19]3[CH:20]=[C:21]([C@@H:24]([N:26]4[CH2:30][CH2:29][C@H:28]([NH:31]C(=O)OC(C)(C)C)[CH2:27]4)[CH3:25])[CH:22]=[CH:23][C:18]3=[N:17][N:16]=1)[CH:11]=[CH:10]2)([CH3:4])([CH3:3])[CH3:2].Cl, predict the reaction product. The product is: [C:1]([C:5]1[CH:6]=[CH:7][CH:8]=[C:9]2[C:14]=1[N:13]=[C:12]([C:15]1[N:19]3[CH:20]=[C:21]([C@@H:24]([N:26]4[CH2:30][CH2:29][C@H:28]([NH2:31])[CH2:27]4)[CH3:25])[CH:22]=[CH:23][C:18]3=[N:17][N:16]=1)[CH:11]=[CH:10]2)([CH3:2])([CH3:3])[CH3:4]. (2) Given the reactants [Cl:1][C:2]1[C:3]([O:11][CH3:12])=[C:4]([CH2:8][C:9]#[N:10])[CH:5]=[CH:6][CH:7]=1.BrCC1C=CC=C(Cl)C=1OC.[C-]#N.[Na+], predict the reaction product. The product is: [Cl:1][C:2]1[C:3]([O:11][CH3:12])=[C:4]([CH2:8][CH2:9][NH2:10])[CH:5]=[CH:6][CH:7]=1. (3) Given the reactants [O-]S(S([O-])=O)=O.[Na+].[Na+].C([NH:12][C:13]1[CH:29]=[CH:28][C:16]([O:17][C:18]2[CH:19]=[CH:20][C:21]([N+:25]([O-:27])=[O:26])=[C:22]([CH:24]=2)N)=[CH:15][CH:14]=1)(=O)C, predict the reaction product. The product is: [N+:25]([C:21]1[CH:22]=[CH:24][C:18]([O:17][C:16]2[CH:28]=[CH:29][C:13]([NH2:12])=[CH:14][CH:15]=2)=[CH:19][CH:20]=1)([O-:27])=[O:26]. (4) Given the reactants C(=O)([O-])[O-].[Cs+].[Cs+].Br[CH2:8][CH2:9][O:10][C:11]1[CH:16]=[CH:15][CH:14]=[CH:13][CH:12]=1.[NH:17]1[CH:21]=[C:20](/[CH:22]=[CH:23]/[C:24]([O:26][CH2:27][CH3:28])=[O:25])[CH:19]=[N:18]1, predict the reaction product. The product is: [O:10]([CH2:9][CH2:8][N:17]1[CH:21]=[C:20](/[CH:22]=[CH:23]/[C:24]([O:26][CH2:27][CH3:28])=[O:25])[CH:19]=[N:18]1)[C:11]1[CH:16]=[CH:15][CH:14]=[CH:13][CH:12]=1. (5) Given the reactants [O:1]=[C:2]1[C:6](=[CH:7][C:8]2[CH:13]=[CH:12][C:11]([N:14]3[CH2:19][CH2:18][C:17](=O)[CH2:16][CH2:15]3)=[CH:10][CH:9]=2)[S:5][C:4]([N:21]2[CH2:26][CH2:25][CH2:24][CH2:23][CH2:22]2)=[N:3]1.[NH2:27][CH2:28][C@@H:29]([C:31]1[CH:32]=[CH:33][C:34]([OH:42])=[C:35]([NH:37][S:38]([CH3:41])(=[O:40])=[O:39])[CH:36]=1)[OH:30], predict the reaction product. The product is: [OH:42][C:34]1[CH:33]=[CH:32][C:31]([C@@H:29]([OH:30])[CH2:28][NH:27][CH:17]2[CH2:18][CH2:19][N:14]([C:11]3[CH:10]=[CH:9][C:8]([CH:7]=[C:6]4[S:5][C:4]([N:21]5[CH2:26][CH2:25][CH2:24][CH2:23][CH2:22]5)=[N:3][C:2]4=[O:1])=[CH:13][CH:12]=3)[CH2:15][CH2:16]2)=[CH:36][C:35]=1[NH:37][S:38]([CH3:41])(=[O:40])=[O:39].